From a dataset of NCI-60 drug combinations with 297,098 pairs across 59 cell lines. Regression. Given two drug SMILES strings and cell line genomic features, predict the synergy score measuring deviation from expected non-interaction effect. (1) Drug 1: C1=NC(=NC(=O)N1C2C(C(C(O2)CO)O)O)N. Drug 2: CC1=C(N=C(N=C1N)C(CC(=O)N)NCC(C(=O)N)N)C(=O)NC(C(C2=CN=CN2)OC3C(C(C(C(O3)CO)O)O)OC4C(C(C(C(O4)CO)O)OC(=O)N)O)C(=O)NC(C)C(C(C)C(=O)NC(C(C)O)C(=O)NCCC5=NC(=CS5)C6=NC(=CS6)C(=O)NCCC[S+](C)C)O. Cell line: M14. Synergy scores: CSS=32.0, Synergy_ZIP=-4.80, Synergy_Bliss=-0.0476, Synergy_Loewe=1.42, Synergy_HSA=2.86. (2) Drug 1: C1C(C(OC1N2C=NC(=NC2=O)N)CO)O. Drug 2: COCCOC1=C(C=C2C(=C1)C(=NC=N2)NC3=CC=CC(=C3)C#C)OCCOC.Cl. Cell line: CAKI-1. Synergy scores: CSS=15.5, Synergy_ZIP=-4.37, Synergy_Bliss=0.662, Synergy_Loewe=-1.29, Synergy_HSA=1.81.